This data is from Forward reaction prediction with 1.9M reactions from USPTO patents (1976-2016). The task is: Predict the product of the given reaction. (1) Given the reactants [Cl:1][C:2]1[N:7]=[CH:6][C:5]([CH2:8][C:9]2[CH:10]=[C:11]3[C:16](=[C:17]4[CH:22]=[CH:21][CH:20]=[CH:19][C:18]=24)[N:15]=[CH:14][N:13]([C@@H:23]2[CH2:28][CH2:27][CH2:26][CH2:25][C@H:24]2[OH:29])[C:12]3=[O:30])=[CH:4][CH:3]=1.C(=O)([O-])[O-].[Cs+].[Cs+].[CH3:37][N:38]1[CH:42]=[C:41](B2OC(C)(C)C(C)(C)O2)[CH:40]=[N:39]1, predict the reaction product. The product is: [Cl:1][C:2]1[N:7]=[CH:6][C:5]([CH2:8][C:9]2[CH:10]=[C:11]3[C:16](=[C:17]4[CH:22]=[CH:21][CH:20]=[CH:19][C:18]=24)[N:15]=[CH:14][N:13]([C@@H:23]2[CH2:28][CH2:27][CH2:26][CH2:25][C@H:24]2[OH:29])[C:12]3=[O:30])=[CH:4][CH:3]=1.[OH:29][C@@H:24]1[CH2:25][CH2:26][CH2:27][CH2:28][C@H:23]1[N:13]1[C:12](=[O:30])[C:11]2[C:16](=[C:17]3[CH:22]=[CH:21][CH:20]=[CH:19][C:18]3=[C:9]([CH2:8][C:5]3[CH:6]=[N:7][C:2]([C:41]4[CH:40]=[N:39][N:38]([CH3:37])[CH:42]=4)=[CH:3][CH:4]=3)[CH:10]=2)[N:15]=[CH:14]1. (2) Given the reactants [S:1]1[CH:5]=[CH:4][N:3]=[C:2]1[NH:6][S:7]([C:10]1[CH:11]=[C:12]2[C:17](=[CH:18][CH:19]=1)[NH:16][CH2:15][CH2:14][CH2:13]2)(=[O:9])=[O:8].CCN(CC)CC.[Cl:27][CH2:28][C:29](Cl)=[O:30], predict the reaction product. The product is: [S:1]1[CH:5]=[CH:4][N:3]=[C:2]1[NH:6][S:7]([C:10]1[CH:11]=[C:12]2[C:17](=[CH:18][CH:19]=1)[N:16]([C:29](=[O:30])[CH2:28][Cl:27])[CH2:15][CH2:14][CH2:13]2)(=[O:9])=[O:8]. (3) Given the reactants C[O:2][C:3]1[CH:4]=[C:5]2[C:10](=[CH:11][CH:12]=1)[C:9]([O:13][C:14]1[CH:28]=[CH:27][C:17]([O:18][CH2:19][CH2:20][N:21]3[CH2:26][CH2:25][CH2:24][CH2:23][CH2:22]3)=[CH:16][CH:15]=1)=[C:8]([C:29]1[CH:34]=[CH:33][C:32]([S:35]([C:38]([F:41])([F:40])[F:39])(=[O:37])=[O:36])=[CH:31][CH:30]=1)[CH:7]=[CH:6]2.Cl.CCOCC.B(Br)(Br)Br.C(=O)(O)[O-].[Na+], predict the reaction product. The product is: [N:21]1([CH2:20][CH2:19][O:18][C:17]2[CH:27]=[CH:28][C:14]([O:13][C:9]3[C:8]([C:29]4[CH:34]=[CH:33][C:32]([S:35]([C:38]([F:39])([F:40])[F:41])(=[O:36])=[O:37])=[CH:31][CH:30]=4)=[CH:7][CH:6]=[C:5]4[C:10]=3[CH:11]=[CH:12][C:3]([OH:2])=[CH:4]4)=[CH:15][CH:16]=2)[CH2:26][CH2:25][CH2:24][CH2:23][CH2:22]1. (4) Given the reactants Br[C:2]1[C:11]([CH3:12])=[CH:10][C:9]([O:13][CH2:14][O:15][CH3:16])=[C:8]2[C:3]=1[CH:4]=[CH:5][C:6](=[O:17])[NH:7]2.[CH2:18](C([Sn])=C(CCCC)CCCC)[CH2:19]CC, predict the reaction product. The product is: [CH3:16][O:15][CH2:14][O:13][C:9]1[CH:10]=[C:11]([CH3:12])[C:2]([CH:18]=[CH2:19])=[C:3]2[C:8]=1[NH:7][C:6](=[O:17])[CH:5]=[CH:4]2.